From a dataset of Forward reaction prediction with 1.9M reactions from USPTO patents (1976-2016). Predict the product of the given reaction. (1) Given the reactants [CH3:1][C:2]1[N:3]([C:8]2[C:17]3[C:12](=[CH:13][CH:14]=[CH:15][CH:16]=3)[C:11]([CH2:18][CH3:19])=[CH:10][CH:9]=2)[C:4]([SH:7])=[N:5][N:6]=1.[Cl:20][C:21]1[C:26]([NH:27][C:28](=[O:31])[CH2:29]Cl)=[CH:25][CH:24]=[CH:23][N:22]=1.C(=O)([O-])[O-].[K+].[K+].O, predict the reaction product. The product is: [Cl:20][C:21]1[C:26]([NH:27][C:28](=[O:31])[CH2:29][S:7][C:4]2[N:3]([C:8]3[C:17]4[C:12](=[CH:13][CH:14]=[CH:15][CH:16]=4)[C:11]([CH2:18][CH3:19])=[CH:10][CH:9]=3)[C:2]([CH3:1])=[N:6][N:5]=2)=[CH:25][CH:24]=[CH:23][N:22]=1. (2) Given the reactants N#N.[C:3]([C:6]1[S:10][C:9]([CH2:11][C:12]2[S:13][CH:14]=[C:15](C(O)=O)[N:16]=2)=[CH:8][CH:7]=1)(=[O:5])[CH3:4].CC[N:22](CC)CC.C1C=CC(P(N=[N+]=[N-])(C2C=CC=CC=2)=O)=CC=1.[C:44]([O-:47])(O)=[O:45].[Na+].[C:49]1([CH3:55])[CH:54]=CC=C[CH:50]=1, predict the reaction product. The product is: [C:49]([O:47][C:44](=[O:45])[NH:22][C:15]1[N:16]=[C:12]([CH2:11][C:9]2[S:10][C:6]([C:3](=[O:5])[CH3:4])=[CH:7][CH:8]=2)[S:13][CH:14]=1)([CH3:55])([CH3:54])[CH3:50].